Dataset: Catalyst prediction with 721,799 reactions and 888 catalyst types from USPTO. Task: Predict which catalyst facilitates the given reaction. (1) Reactant: [CH3:1][C@H:2]1[CH2:6][CH2:5][CH2:4][N:3]1[C@H:7]1[CH2:11][CH2:10][N:9]([C:12]2[CH:17]=[CH:16][C:15]([N+:18]([O-])=O)=[CH:14][CH:13]=2)[CH2:8]1. Product: [CH3:1][C@H:2]1[CH2:6][CH2:5][CH2:4][N:3]1[C@H:7]1[CH2:11][CH2:10][N:9]([C:12]2[CH:13]=[CH:14][C:15]([NH2:18])=[CH:16][CH:17]=2)[CH2:8]1. The catalyst class is: 19. (2) Reactant: Cl[CH2:2][C:3]1[N:8]=[C:7](O)[C:6]([CH:10]([CH3:12])[CH3:11])=[C:5]([CH3:13])[N:4]=1.C1COCC1.[CH3:19][NH:20][CH3:21].P(Cl)(Cl)([Cl:24])=O. Product: [Cl:24][C:7]1[C:6]([CH:10]([CH3:12])[CH3:11])=[C:5]([CH3:13])[N:4]=[C:3]([CH2:2][N:20]([CH3:21])[CH3:19])[N:8]=1. The catalyst class is: 125. (3) Reactant: [CH:1]1([C@@H:4]([NH:9]S(C(C)(C)C)=O)[C:5]([F:8])([F:7])[F:6])[CH2:3][CH2:2]1.[ClH:16].O1CCOCC1. Product: [Cl-:16].[CH:1]1([C@@H:4]([NH3+:9])[C:5]([F:8])([F:7])[F:6])[CH2:3][CH2:2]1. The catalyst class is: 5. (4) Reactant: Cl.[CH3:2][S:3]([NH:6][C:7]1[CH:15]=[C:14]2[C:10]([CH:11]=[C:12]([C:16]([OH:18])=O)[NH:13]2)=[CH:9][CH:8]=1)(=[O:5])=[O:4].[C:19]([C:21]1[CH:22]=[C:23]([NH2:35])[CH:24]=[C:25]([C:27]2[CH:32]=[CH:31][C:30]([F:33])=[CH:29][C:28]=2[F:34])[CH:26]=1)#[CH:20].CN(C(ON1N=NC2C=CC=NC1=2)=[N+](C)C)C.F[P-](F)(F)(F)(F)F.CCN(C(C)C)C(C)C. Product: [C:19]([C:21]1[CH:22]=[C:23]([NH:35][C:16]([C:12]2[NH:13][C:14]3[C:10]([CH:11]=2)=[CH:9][CH:8]=[C:7]([NH:6][S:3]([CH3:2])(=[O:4])=[O:5])[CH:15]=3)=[O:18])[CH:24]=[C:25]([C:27]2[CH:32]=[CH:31][C:30]([F:33])=[CH:29][C:28]=2[F:34])[CH:26]=1)#[CH:20]. The catalyst class is: 3.